Dataset: Catalyst prediction with 721,799 reactions and 888 catalyst types from USPTO. Task: Predict which catalyst facilitates the given reaction. (1) Reactant: [CH3:1][O:2][C:3]([C:5]1[C:9]([NH2:10])=[CH:8][S:7][CH:6]=1)=[O:4].[Cl:11][CH:12]([F:16])[C:13](Cl)=[O:14].C(N(CC)CC)C. Product: [CH3:1][O:2][C:3]([C:5]1[C:9]([NH:10][C:13](=[O:14])[CH:12]([Cl:11])[F:16])=[CH:8][S:7][CH:6]=1)=[O:4]. The catalyst class is: 4. (2) Reactant: Cl[C:2]1[C:3]2[C:4](=[CH:13][N:14](CC3C=CC(OC)=CC=3)[N:15]=2)[N:5]=[C:6]([C:8]2[CH:12]=[CH:11][S:10][CH:9]=2)[N:7]=1.[CH3:25][C:26]1([CH3:37])[S:31][C:30]2[CH:32]=[CH:33][C:34]([NH2:36])=[CH:35][C:29]=2[NH:28][CH2:27]1.Cl. Product: [CH3:25][C:26]1([CH3:37])[S:31][C:30]2[CH:32]=[CH:33][C:34]([NH:36][C:2]3[C:3]4[NH:15][N:14]=[CH:13][C:4]=4[N:5]=[C:6]([C:8]4[CH:12]=[CH:11][S:10][CH:9]=4)[N:7]=3)=[CH:35][C:29]=2[NH:28][CH2:27]1. The catalyst class is: 71. (3) Product: [CH3:43][N:30]([C:31]1[CH:36]=[CH:35][N:34]=[C:33]([C:37]2[CH:38]=[CH:39][CH:40]=[CH:41][CH:42]=2)[N:32]=1)[C:28]1[CH:27]=[CH:26][N:25]=[C:24]([NH:1][C@H:2]([C:4]2[CH:5]=[CH:6][C:7]([CH2:8][CH2:9][NH:10][C:11](=[O:20])[O:12][CH2:13][C:14]3[CH:15]=[CH:16][CH:17]=[CH:18][CH:19]=3)=[CH:21][CH:22]=2)[CH3:3])[N:29]=1. The catalyst class is: 12. Reactant: [NH2:1][C@H:2]([C:4]1[CH:22]=[CH:21][C:7]([CH2:8][CH2:9][NH:10][C:11](=[O:20])[O:12][CH2:13][C:14]2[CH:19]=[CH:18][CH:17]=[CH:16][CH:15]=2)=[CH:6][CH:5]=1)[CH3:3].F[C:24]1[N:29]=[C:28]([N:30]([CH3:43])[C:31]2[CH:36]=[CH:35][N:34]=[C:33]([C:37]3[CH:42]=[CH:41][CH:40]=[CH:39][CH:38]=3)[N:32]=2)[CH:27]=[CH:26][N:25]=1. (4) Reactant: [Br:1][C:2]1[C:3]([OH:13])=[CH:4][CH:5]=[C:6]2[C:11]=1[N:10]=[C:9]([CH3:12])[CH:8]=[CH:7]2.C(N(CC)C(C)C)(C)C.[C:23]1([S:29](Cl)(=[O:31])=[O:30])[CH:28]=[CH:27][CH:26]=[CH:25][CH:24]=1. Product: [C:23]1([S:29]([O:13][C:3]2[C:2]([Br:1])=[C:11]3[C:6]([CH:7]=[CH:8][C:9]([CH3:12])=[N:10]3)=[CH:5][CH:4]=2)(=[O:31])=[O:30])[CH:28]=[CH:27][CH:26]=[CH:25][CH:24]=1. The catalyst class is: 2. (5) Reactant: F[P-](F)(F)(F)(F)F.N1(O[P+](N(C)C)(N(C)C)N(C)C)[C:12]2C=CC=C[C:11]=2N=N1.[O:28]=[C:29]1[N:37](COCC[Si](C)(C)C)[C:32]2=[N:33][CH:34]=[CH:35][CH:36]=[C:31]2[C:30]21[O:56][C:48]1=NC=[C:51]([C:53]([OH:55])=O)[CH:52]=[C:47]1[CH2:46]2.Cl.[NH2:58][C@H:59]1[CH2:64][C@@H:63]([C:65]2[CH:70]=[CH:69][CH:68]=[CH:67][CH:66]=2)[C@@H:62]([CH3:71])[N:61]([CH2:72][C:73]([F:76])([F:75])[F:74])[C:60]1=[O:77].C(N(CC)C(C)C)(C)C. Product: [CH3:71][C@H:62]1[N:61]([CH2:72][C:73]([F:74])([F:75])[F:76])[C:60](=[O:77])[C@@H:59]([NH:58][C:53]([C:51]2[CH:11]=[CH:12][C:48]3[O:56][C:30]4([C:31]5[C:32](=[N:33][CH:34]=[CH:35][CH:36]=5)[NH:37][C:29]4=[O:28])[CH2:46][C:47]=3[CH:52]=2)=[O:55])[CH2:64][C@H:63]1[C:65]1[CH:70]=[CH:69][CH:68]=[CH:67][CH:66]=1. The catalyst class is: 3. (6) Reactant: [NH2:1][CH:2]([CH2:24][C:25]1[CH:26]=[N:27][CH:28]=[CH:29][CH:30]=1)[C:3]([N:5]1[CH2:10][CH2:9][N:8]([CH:11]([C:18]2[CH:23]=[CH:22][CH:21]=[CH:20][CH:19]=2)[C:12]2[CH:17]=[CH:16][CH:15]=[CH:14][CH:13]=2)[CH2:7][CH2:6]1)=[O:4].C(N(CC)CC)C.[CH3:38][O:39][C:40]1[CH:41]=[C:42]([CH:46]=[C:47]([O:51][CH3:52])[C:48]=1[O:49][CH3:50])[C:43](Cl)=[O:44]. Product: [CH:11]([N:8]1[CH2:9][CH2:10][N:5]([C:3](=[O:4])[CH:2]([NH:1][C:43](=[O:44])[C:42]2[CH:41]=[C:40]([O:39][CH3:38])[C:48]([O:49][CH3:50])=[C:47]([O:51][CH3:52])[CH:46]=2)[CH2:24][C:25]2[CH:26]=[N:27][CH:28]=[CH:29][CH:30]=2)[CH2:6][CH2:7]1)([C:18]1[CH:19]=[CH:20][CH:21]=[CH:22][CH:23]=1)[C:12]1[CH:17]=[CH:16][CH:15]=[CH:14][CH:13]=1. The catalyst class is: 2. (7) Reactant: [Cl:1][C:2]1[CH:3]=[C:4]([N:11]([C:13]2[C:22]3[C:17](=[CH:18][CH:19]=[CH:20][CH:21]=3)[N:16]=[C:15]([CH2:23]Cl)[N:14]=2)[CH3:12])[CH:5]=[CH:6][C:7]=1[O:8][CH2:9][CH3:10].[C:25]1(=[O:35])[NH:29][C:28](=[O:30])[C:27]2=[CH:31][CH:32]=[CH:33][CH:34]=[C:26]12.[K].CCOC(C)=O. Product: [Cl:1][C:2]1[CH:3]=[C:4]([N:11]([CH3:12])[C:13]2[C:22]3[C:17](=[CH:18][CH:19]=[CH:20][CH:21]=3)[N:16]=[C:15]([CH2:23][N:29]3[C:25](=[O:35])[C:26]4[C:27](=[CH:31][CH:32]=[CH:33][CH:34]=4)[C:28]3=[O:30])[N:14]=2)[CH:5]=[CH:6][C:7]=1[O:8][CH2:9][CH3:10]. The catalyst class is: 3.